Dataset: Catalyst prediction with 721,799 reactions and 888 catalyst types from USPTO. Task: Predict which catalyst facilitates the given reaction. (1) Product: [Cl:1][C:2]1[CH:3]=[C:4]([C:5]([NH:39][S:36]([CH3:35])(=[O:38])=[O:37])=[O:7])[CH:8]=[CH:9][C:10]=1[C:11]1[N:12]=[CH:13][C:14]([NH:17][C:18]([C:20]2[N:21]=[C:22]([C:29]3[CH:34]=[CH:33][CH:32]=[CH:31][CH:30]=3)[O:23][C:24]=2[C:25]([F:27])([F:28])[F:26])=[O:19])=[CH:15][CH:16]=1. Reactant: [Cl:1][C:2]1[CH:3]=[C:4]([CH:8]=[CH:9][C:10]=1[C:11]1[CH:16]=[CH:15][C:14]([NH:17][C:18]([C:20]2[N:21]=[C:22]([C:29]3[CH:34]=[CH:33][CH:32]=[CH:31][CH:30]=3)[O:23][C:24]=2[C:25]([F:28])([F:27])[F:26])=[O:19])=[CH:13][N:12]=1)[C:5]([OH:7])=O.[CH3:35][S:36]([NH2:39])(=[O:38])=[O:37].Cl.C(N=C=NCCCN(C)C)C. The catalyst class is: 119. (2) Reactant: Br[C:2]1[C:10]2[O:9][CH2:8][C@@H:7]([N:11]([C:26](=[O:31])[C:27]([F:30])([F:29])[F:28])[C:12]3[CH:25]=[CH:24][C:15]4[C@H:16]([CH2:19][C:20]([O:22][CH3:23])=[O:21])[CH2:17][O:18][C:14]=4[CH:13]=3)[C:6]=2[CH:5]=[CH:4][CH:3]=1.[Cl:32][C:33]1[CH:34]=[N:35][C:36]([NH2:39])=[N:37][CH:38]=1.C1(P(C2C=CC=CC=2)C2C3OC4C(=CC=CC=4P(C4C=CC=CC=4)C4C=CC=CC=4)C(C)(C)C=3C=CC=2)C=CC=CC=1.C(=O)([O-])[O-].[Cs+].[Cs+]. Product: [Cl:32][C:33]1[CH:34]=[N:35][C:36]([NH:39][C:2]2[C:10]3[O:9][CH2:8][C@@H:7]([N:11]([C:26](=[O:31])[C:27]([F:30])([F:29])[F:28])[C:12]4[CH:25]=[CH:24][C:15]5[C@H:16]([CH2:19][C:20]([O:22][CH3:23])=[O:21])[CH2:17][O:18][C:14]=5[CH:13]=4)[C:6]=3[CH:5]=[CH:4][CH:3]=2)=[N:37][CH:38]=1. The catalyst class is: 101. (3) Reactant: [CH:1]1([CH:4]([NH:6][C:7]2[C:19]3[C:18]4[CH:17]=[C:16]([F:20])[CH:15]=[CH:14][C:13]=4[NH:12][C:11]=3[C:10]([C:21]#[N:22])=[CH:9][N:8]=2)[CH3:5])[CH2:3][CH2:2]1.C([O-])([O-])=[O:24].[K+].[K+].OO. Product: [CH:1]1([CH:4]([NH:6][C:7]2[C:19]3[C:18]4[CH:17]=[C:16]([F:20])[CH:15]=[CH:14][C:13]=4[NH:12][C:11]=3[C:10]([C:21]([NH2:22])=[O:24])=[CH:9][N:8]=2)[CH3:5])[CH2:3][CH2:2]1. The catalyst class is: 16. (4) Reactant: [CH2:1]([N:8]1[CH2:13][CH2:12][O:11][CH:10]([C:14]2[CH:19]=[CH:18][C:17]([OH:20])=[C:16]([Cl:21])[CH:15]=2)[CH2:9]1)[C:2]1[CH:7]=[CH:6][CH:5]=[CH:4][CH:3]=1.[Cl:22][C:23]1[CH:28]=[CH:27][CH:26]=[C:25]([Cl:29])[C:24]=1F.C([O-])([O-])=O.[K+].[K+]. Product: [CH2:1]([N:8]1[CH2:13][CH2:12][O:11][CH:10]([C:14]2[CH:19]=[CH:18][C:17]([O:20][C:24]3[C:23]([Cl:22])=[CH:28][CH:27]=[CH:26][C:25]=3[Cl:29])=[C:16]([Cl:21])[CH:15]=2)[CH2:9]1)[C:2]1[CH:3]=[CH:4][CH:5]=[CH:6][CH:7]=1. The catalyst class is: 31. (5) Reactant: [C:1]([N:5]1[C:9]2[CH:10]=[CH:11][C:12]([C:14]3[CH:15]=[N:16][CH:17]=[C:18]([O:20][CH3:21])[CH:19]=3)=[CH:13][C:8]=2[N:7]=[C:6]1[C:22]1[CH:23]=[C:24]([CH:27]=[CH:28][CH:29]=1)[C:25]#[N:26])([CH3:4])([CH3:3])[CH3:2].[NH2:30][OH:31]. Product: [C:1]([N:5]1[C:9]2[CH:10]=[CH:11][C:12]([C:14]3[CH:15]=[N:16][CH:17]=[C:18]([O:20][CH3:21])[CH:19]=3)=[CH:13][C:8]=2[N:7]=[C:6]1[C:22]1[CH:23]=[C:24]([CH:27]=[CH:28][CH:29]=1)[C:25]([NH:30][OH:31])=[NH:26])([CH3:4])([CH3:2])[CH3:3]. The catalyst class is: 8. (6) The catalyst class is: 10. Product: [O:1]1[C:10]2[C:5](=[CH:6][CH:7]=[CH:8][CH:9]=2)[CH:4]([N:11]2[C:19](=[O:20])[N:18]([CH2:33][CH2:34][O:35][CH3:36])[C:17]3[C:12]2=[N:13][C:14]([N:21]2[C:25]4[CH:26]=[C:27]([C:30]#[N:31])[CH:28]=[CH:29][C:24]=4[N:23]=[CH:22]2)=[N:15][CH:16]=3)[CH2:3][CH2:2]1. Reactant: [O:1]1[C:10]2[C:5](=[CH:6][CH:7]=[CH:8][CH:9]=2)[C@H:4]([N:11]2[C:19](=[O:20])[NH:18][C:17]3[C:12]2=[N:13][C:14]([N:21]2[C:25]4[CH:26]=[C:27]([C:30]#[N:31])[CH:28]=[CH:29][C:24]=4[N:23]=[CH:22]2)=[N:15][CH:16]=3)[CH2:3][CH2:2]1.Br[CH2:33][CH2:34][O:35][CH3:36].CCN(P1(N(C)CCCN1)=NC(C)(C)C)CC. (7) Reactant: C(=O)([O-])O.[Na+].[S:6]=[C:7]1[NH:12][C:11]2[NH:13][CH:14]=[CH:15][C:10]=2[C:9](=[O:16])[N:8]1[C:17]1[CH:22]=[CH:21][C:20]([O:23][CH2:24][C:25]([F:28])([F:27])[F:26])=[CH:19][CH:18]=1.I[CH2:30][CH2:31][CH2:32][CH3:33]. Product: [CH2:30]([S:6][C:7]1[N:8]([C:17]2[CH:18]=[CH:19][C:20]([O:23][CH2:24][C:25]([F:28])([F:27])[F:26])=[CH:21][CH:22]=2)[C:9](=[O:16])[C:10]2[CH:15]=[CH:14][NH:13][C:11]=2[N:12]=1)[CH2:31][CH2:32][CH3:33]. The catalyst class is: 9. (8) Reactant: [N:1]1([C:7]2[CH:12]=[CH:11][C:10]([NH:13][C:14]([C:16]3[C:17]([C:24]4[CH:29]=[CH:28][C:27]([CH:30]([CH3:32])[CH3:31])=[CH:26][CH:25]=4)=[C:18]([O:22][CH3:23])[CH:19]=[CH:20][CH:21]=3)=[O:15])=[CH:9][CH:8]=2)[CH2:6][CH2:5][NH:4][CH2:3][CH2:2]1.C([O-])([O-])=O.[K+].[K+].Br[CH2:40][C:41]([NH2:43])=[O:42]. Product: [C:41]([CH2:40][N:4]1[CH2:3][CH2:2][N:1]([C:7]2[CH:8]=[CH:9][C:10]([NH:13][C:14]([C:16]3[C:17]([C:24]4[CH:25]=[CH:26][C:27]([CH:30]([CH3:32])[CH3:31])=[CH:28][CH:29]=4)=[C:18]([O:22][CH3:23])[CH:19]=[CH:20][CH:21]=3)=[O:15])=[CH:11][CH:12]=2)[CH2:6][CH2:5]1)(=[O:42])[NH2:43]. The catalyst class is: 21. (9) Reactant: [CH3:1][C:2]1[C:8]([CH3:9])=[C:7](O)[C:6]([CH3:11])=[CH:5][C:3]=1[OH:4].[CH:12]1[CH:17]=[CH:16][C:15]([CH2:18]Br)=[CH:14][CH:13]=1.[C:20]([O-:23])([O-])=O.[K+].[K+]. Product: [CH2:18]([O:4][C:3]1[C:2]([CH3:1])=[C:8]([CH3:9])[C:7]([O:23][CH2:20][C:2]2[CH:8]=[CH:7][CH:6]=[CH:5][CH:3]=2)=[C:6]([CH3:11])[CH:5]=1)[C:15]1[CH:16]=[CH:17][CH:12]=[CH:13][CH:14]=1. The catalyst class is: 3.